Task: Binary Classification. Given a drug SMILES string, predict its activity (active/inactive) in a high-throughput screening assay against a specified biological target.. Dataset: M1 muscarinic receptor agonist screen with 61,833 compounds (1) The drug is O(c1c(OCC(O)=O)cccc1)CC. The result is 0 (inactive). (2) The molecule is O1c2c(OCC1)ccc(N\C(Nc1[nH]c(cc(=O)n1)C)=N\C(=O)c1ccccc1)c2. The result is 0 (inactive). (3) The molecule is O(C(=O)C(=C(\NCCCC)N)/C(=O)c1ccc(OC)cc1)CC. The result is 0 (inactive). (4) The drug is S(c1n(N)c(nn1)c1ccncc1)CC(=O)Nc1ccc(cc1)C(OC)=O. The result is 0 (inactive).